From a dataset of Peptide-MHC class I binding affinity with 185,985 pairs from IEDB/IMGT. Regression. Given a peptide amino acid sequence and an MHC pseudo amino acid sequence, predict their binding affinity value. This is MHC class I binding data. (1) The peptide sequence is RRAYSGKQY. The MHC is HLA-B57:01 with pseudo-sequence HLA-B57:01. The binding affinity (normalized) is 0.0847. (2) The peptide sequence is RPRQRGIPF. The MHC is HLA-A26:01 with pseudo-sequence HLA-A26:01. The binding affinity (normalized) is 0.176. (3) The peptide sequence is GWPDNYCEW. The MHC is HLA-A26:02 with pseudo-sequence HLA-A26:02. The binding affinity (normalized) is 0.0847. (4) The peptide sequence is RAKFKQLL. The MHC is HLA-B57:01 with pseudo-sequence HLA-B57:01. The binding affinity (normalized) is 0.213. (5) The peptide sequence is RTFSILNRK. The MHC is HLA-A26:01 with pseudo-sequence HLA-A26:01. The binding affinity (normalized) is 0.0847. (6) The peptide sequence is MSAPPAEYK. The MHC is HLA-A03:01 with pseudo-sequence HLA-A03:01. The binding affinity (normalized) is 0.869. (7) The peptide sequence is KRQQELLRL. The MHC is Mamu-A07 with pseudo-sequence Mamu-A07. The binding affinity (normalized) is 0. (8) The peptide sequence is ATEDPSSGY. The MHC is HLA-A02:16 with pseudo-sequence HLA-A02:16. The binding affinity (normalized) is 0.0847. (9) The peptide sequence is RSCSFKVGHH. The MHC is HLA-A31:01 with pseudo-sequence HLA-A31:01. The binding affinity (normalized) is 0.430. (10) The peptide sequence is IIGLRMKNFW. The MHC is Mamu-B17 with pseudo-sequence Mamu-B17. The binding affinity (normalized) is 0.269.